From a dataset of Reaction yield outcomes from USPTO patents with 853,638 reactions. Predict the reaction yield, written as a fraction of the theoretical maximum amount of product (1.0 means a 100% yield; for example, 0.34 means a 34% yield). (1) The reactants are [Cl:1][C:2]1[CH:10]=[CH:9][C:5]([C:6]([OH:8])=O)=[CH:4][N:3]=1.C1C=CC2N(O)N=NC=2C=1.C(Cl)CCl.CCN(C(C)C)C(C)C.[CH3:34][O:35][CH2:36][CH2:37][CH2:38][NH2:39]. The catalyst is C(Cl)Cl.CCOC(C)=O. The product is [Cl:1][C:2]1[CH:10]=[CH:9][C:5]([C:6]([NH:39][CH2:38][CH2:37][CH2:36][O:35][CH3:34])=[O:8])=[CH:4][N:3]=1. The yield is 0.760. (2) The reactants are [NH2:1][C:2]1[CH:7]=[CH:6][C:5]([OH:8])=[C:4]([N+]([O-])=O)[CH:3]=1.[N+:12]([O-:15])([OH:14])=[O:13].[N:16]#[C:17][NH2:18]. The catalyst is CCO. The product is [N+:12]([O-:15])([OH:14])=[O:13].[OH:8][C:5]1[CH:6]=[CH:7][C:2]([NH:1][C:17]([NH2:18])=[NH:16])=[C:3]([N+:12]([O-:15])=[O:13])[CH:4]=1. The yield is 0.540. (3) The reactants are [NH:1]1[CH:5]=[CH:4][CH:3]=[C:2]1[C:6](=[O:8])[CH3:7].[Br:9]Br. The catalyst is ClCCl. The product is [Br:9][C:4]1[CH:3]=[C:2]([C:6](=[O:8])[CH3:7])[NH:1][CH:5]=1. The yield is 0.920. (4) The reactants are C(P(C12CC3CC(CC(C3)C1)C2)C12CC3CC(CC(C3)C1)C2)CCC.Br[C:27]1[N:32]=[C:31]([NH:33][C:34]2[CH:39]=[C:38]([C:40]([F:43])([F:42])[F:41])[CH:37]=[CH:36][N:35]=2)[CH:30]=[C:29]([CH3:44])[CH:28]=1.[OH:45][C@:46]1([C:60]2[S:61][CH:62]=[CH:63][N:64]=2)[CH2:55][CH2:54][CH2:53][C:52]2[CH:51]=[C:50]([C:56]([O:58][CH3:59])=[O:57])[CH:49]=[CH:48][C:47]1=2.[F-].[Cs+].C(O)(=O)C(C)(C)C. The catalyst is O1CCOCC1.CC([O-])=O.CC([O-])=O.[Pd+2]. The product is [OH:45][C@:46]1([C:60]2[S:61][C:62]([C:27]3[CH:28]=[C:29]([CH3:44])[CH:30]=[C:31]([NH:33][C:34]4[CH:39]=[C:38]([C:40]([F:43])([F:42])[F:41])[CH:37]=[CH:36][N:35]=4)[N:32]=3)=[CH:63][N:64]=2)[CH2:55][CH2:54][CH2:53][C:52]2[CH:51]=[C:50]([C:56]([O:58][CH3:59])=[O:57])[CH:49]=[CH:48][C:47]1=2. The yield is 0.800. (5) The reactants are [CH3:1][C:2]1[N:7]=[C:6]([CH3:8])[C:5]([O:9][CH2:10][C@@:11]2([C:16]3[CH:21]=[CH:20][CH:19]=[C:18]([F:22])[CH:17]=3)[CH2:13][C@H:12]2[CH2:14][OH:15])=[CH:4][N:3]=1.[OH:23]P([O-])([O-])=O.[Na+].[Na+].OP([O-])(O)=O.[Na+].Cl[O-].[Na+].Cl.Cl([O-])=O.[Na+].S([O-])([O-])(=O)=S.[Na+].[Na+].[OH-].[Na+]. The catalyst is C1(C)C=CC=CC=1.O.C(#N)C.CC1(C)N([O])C(C)(C)CCC1. The product is [CH3:1][C:2]1[N:7]=[C:6]([CH3:8])[C:5]([O:9][CH2:10][C@@:11]2([C:16]3[CH:21]=[CH:20][CH:19]=[C:18]([F:22])[CH:17]=3)[CH2:13][C@H:12]2[C:14]([OH:23])=[O:15])=[CH:4][N:3]=1. The yield is 0.800.